Dataset: Peptide-MHC class I binding affinity with 185,985 pairs from IEDB/IMGT. Task: Regression. Given a peptide amino acid sequence and an MHC pseudo amino acid sequence, predict their binding affinity value. This is MHC class I binding data. The peptide sequence is GVAMPNLYK. The MHC is HLA-A11:01 with pseudo-sequence HLA-A11:01. The binding affinity (normalized) is 0.705.